From a dataset of Catalyst prediction with 721,799 reactions and 888 catalyst types from USPTO. Predict which catalyst facilitates the given reaction. (1) Reactant: [OH:1][C:2]1[CH:3]=[C:4]([C:8]([C:10]2[CH:15]=[CH:14][CH:13]=[CH:12][CH:11]=2)=[O:9])[CH:5]=[CH:6][CH:7]=1.CC(C)([O-])C.[K+].Cl[CH2:23][O:24][CH2:25][CH2:26][Si:27]([CH3:30])([CH3:29])[CH3:28]. Product: [C:10]1([C:8]([C:4]2[CH:5]=[CH:6][CH:7]=[C:2]([O:1][CH2:23][O:24][CH2:25][CH2:26][Si:27]([CH3:30])([CH3:29])[CH3:28])[CH:3]=2)=[O:9])[CH:15]=[CH:14][CH:13]=[CH:12][CH:11]=1. The catalyst class is: 1. (2) Reactant: [F:1][C:2]([F:18])([F:17])[C:3]1[NH:4][C:5]([C:14]([OH:16])=O)=[C:6]([C:8]2[CH:13]=[CH:12][CH:11]=[CH:10][CH:9]=2)[N:7]=1.[CH3:19][O:20][C:21]1[CH:22]=[C:23]([N:29]2[CH2:34][CH2:33][NH:32][CH2:31][CH2:30]2)[CH:24]=[C:25]([O:27][CH3:28])[CH:26]=1.Cl.CN(C)CCCN=C=NCC.O.ON1C2C=CC=CC=2N=N1. Product: [CH3:19][O:20][C:21]1[CH:22]=[C:23]([N:29]2[CH2:30][CH2:31][N:32]([C:14]([C:5]3[NH:4][C:3]([C:2]([F:1])([F:18])[F:17])=[N:7][C:6]=3[C:8]3[CH:9]=[CH:10][CH:11]=[CH:12][CH:13]=3)=[O:16])[CH2:33][CH2:34]2)[CH:24]=[C:25]([O:27][CH3:28])[CH:26]=1. The catalyst class is: 4. (3) Reactant: [CH:1]1([C:7]2[C:15]3[C:10](=[CH:11][C:12](C(OC)=O)=[CH:13][CH:14]=3)[NH:9][C:8]=2[C:20]2[CH:25]=[CH:24][CH:23]=[CH:22][CH:21]=2)[CH2:6][CH2:5][CH2:4][CH2:3][CH2:2]1.[OH-].[K+].C(N[C:32](=NC(C)C)[O:33][C:34]([CH3:37])([CH3:36])[CH3:35])(C)C.C(=N)([O-:44])N. Product: [CH:1]1([C:7]2[C:15]3[C:10](=[CH:11][C:12]([C:32]([O:33][C:34]([CH3:35])([CH3:36])[CH3:37])=[O:44])=[CH:13][CH:14]=3)[NH:9][C:8]=2[C:20]2[CH:25]=[CH:24][CH:23]=[CH:22][CH:21]=2)[CH2:2][CH2:3][CH2:4][CH2:5][CH2:6]1. The catalyst class is: 20. (4) Reactant: [F:1][C:2]([F:7])([F:6])[C:3]([O-:5])=[O:4].[F:8][C:9]1([F:25])[CH2:14][CH2:13][CH2:12][C@H:11]([OH:15])[C@H:10]1[NH2+:16][C@@H](C1C=CC=CC=1)C.[H][H]. Product: [F:1][C:2]([F:7])([F:6])[C:3]([O-:5])=[O:4].[F:8][C:9]1([F:25])[CH2:14][CH2:13][CH2:12][C@H:11]([OH:15])[C@H:10]1[NH3+:16]. The catalyst class is: 43.